This data is from Catalyst prediction with 721,799 reactions and 888 catalyst types from USPTO. The task is: Predict which catalyst facilitates the given reaction. (1) Reactant: I.C[O:3][C:4]1[CH:24]=[CH:23][C:7]2[C:8]([C:11]3[CH:20]=[CH:19][C:18]4[C:13](=[CH:14][CH:15]=[C:16]([O:21]C)[CH:17]=4)[CH:12]=3)=[N:9][O:10][C:6]=2[CH:5]=1.C(O)(=O)C.C(OC(=O)C)(=O)C. Product: [OH:21][C:16]1[CH:17]=[C:18]2[C:13](=[CH:14][CH:15]=1)[CH:12]=[C:11]([C:8]1[C:7]3[CH:23]=[CH:24][C:4]([OH:3])=[CH:5][C:6]=3[O:10][N:9]=1)[CH:20]=[CH:19]2. The catalyst class is: 6. (2) Reactant: [Cl:1][C:2]1[CH:7]=[C:6]2[NH:8][C:9](=[O:41])[C@@:10]3([C@H:14]([CH:15]=[C:16]([CH3:18])[CH3:17])[NH:13][C@@H:12]([C:19]([NH:21][C:22]4[CH:30]=[CH:29][C:25]([C:26]([OH:28])=O)=[CH:24][C:23]=4[O:31][CH3:32])=[O:20])[C@@H:11]3[C:33]3[CH:38]=[CH:37][CH:36]=[C:35]([Cl:39])[C:34]=3[F:40])[C:5]2=[CH:4][CH:3]=1.[NH:42]=C=N.N. Product: [C:26]([C:25]1[CH:29]=[CH:30][C:22]([NH:21][C:19]([CH:12]2[CH:11]([C:33]3[CH:38]=[CH:37][CH:36]=[C:35]([Cl:39])[C:34]=3[F:40])[C:10]3([C:5]4[C:6](=[CH:7][C:2]([Cl:1])=[CH:3][CH:4]=4)[NH:8][C:9]3=[O:41])[CH:14]([CH:15]=[C:16]([CH3:17])[CH3:18])[NH:13]2)=[O:20])=[C:23]([O:31][CH3:32])[CH:24]=1)(=[O:28])[NH2:42]. The catalyst class is: 20.